From a dataset of Reaction yield outcomes from USPTO patents with 853,638 reactions. Predict the reaction yield, written as a fraction of the theoretical maximum amount of product (1.0 means a 100% yield; for example, 0.34 means a 34% yield). (1) The reactants are [CH2:1]1[CH2:14][O:13][C:8]23[O:9][CH2:10][CH2:11][O:12][C:3]2([C@:4]2([CH2:27][CH2:26][C@H:25]4[C@@H:15]([C@H:16]([NH2:28])[CH2:17][CH:18]5[C@:23]4([CH3:24])[CH2:22][CH2:21][CH2:20][CH2:19]5)[C@@H:6]2[CH2:7]3)[CH3:5])[O:2]1.[CH2:29]1COC23OCCOC2([C@]2(CC[C@H]4[C@@H](C[C@H](NC=O)C5[C@]4(C)CCCC5)[C@@H]2C3)C)[O:30]1. No catalyst specified. The product is [CH2:11]1[CH2:10][O:9][C:8]23[O:13][CH2:14][CH2:1][O:2][C:3]2([C@:4]2([CH2:27][CH2:26][C@H:25]4[C@@H:15]([C@H:16]([NH:28][CH:29]=[O:30])[CH2:17][CH:18]5[C@:23]4([CH3:24])[CH2:22][CH2:21][CH2:20][CH2:19]5)[C@@H:6]2[CH2:7]3)[CH3:5])[O:12]1. The yield is 0.920. (2) The reactants are [F:1][C:2]1[CH:7]=[C:6](F)[CH:5]=[CH:4][C:3]=1[N+:9]([O-:11])=[O:10].[C:12]([O:16][C:17]([N:19]1[CH2:24][CH2:23][NH:22][CH2:21][CH2:20]1)=[O:18])([CH3:15])([CH3:14])[CH3:13].C(N(CC)CC)C.O. The catalyst is CN(C=O)C.C(OCC)(=O)C. The product is [C:12]([O:16][C:17]([N:19]1[CH2:24][CH2:23][N:22]([C:6]2[CH:5]=[CH:4][C:3]([N+:9]([O-:11])=[O:10])=[C:2]([F:1])[CH:7]=2)[CH2:21][CH2:20]1)=[O:18])([CH3:15])([CH3:13])[CH3:14]. The yield is 0.320. (3) The yield is 0.629. The reactants are [CH2:1]([N:3]1[C:7]([OH:8])=[CH:6][C:5]([C:9]2[CH:14]=[N:13][CH:12]=[CH:11][N:10]=2)=[N:4]1)[CH3:2].[H-].[Na+].[F:17][C:18]([F:37])([F:36])[S:19](N(C1C=CC=CC=1)[S:19]([C:18]([F:37])([F:36])[F:17])(=[O:21])=[O:20])(=[O:21])=[O:20]. The catalyst is CN(C=O)C. The product is [CH2:1]([N:3]1[C:7]([O:8][S:19]([C:18]([F:37])([F:36])[F:17])(=[O:21])=[O:20])=[CH:6][C:5]([C:9]2[CH:14]=[N:13][CH:12]=[CH:11][N:10]=2)=[N:4]1)[CH3:2]. (4) The reactants are [C:1]([C:3]1[CH:8]=[CH:7][CH:6]=[CH:5][C:4]=1[C:9]1[CH:14]=[CH:13][C:12]([CH2:15][C:16]2[C:17](=[O:42])[N:18]([C@H:28]3[CH2:33][CH2:32][C@H:31]([O:34][CH2:35][C:36](N(OC)C)=[O:37])[CH2:30][CH2:29]3)[C:19]3[N:20]([N:25]=[CH:26][N:27]=3)[C:21]=2[CH2:22][CH2:23][CH3:24])=[CH:11][CH:10]=1)#[N:2].[CH:43]1([Mg]Br)[CH2:45][CH2:44]1.Cl. The catalyst is O1CCCC1. The product is [CH:43]1([C:36](=[O:37])[CH2:35][O:34][C@H:31]2[CH2:32][CH2:33][C@H:28]([N:18]3[C:17](=[O:42])[C:16]([CH2:15][C:12]4[CH:11]=[CH:10][C:9]([C:4]5[C:3]([C:1]#[N:2])=[CH:8][CH:7]=[CH:6][CH:5]=5)=[CH:14][CH:13]=4)=[C:21]([CH2:22][CH2:23][CH3:24])[N:20]4[N:25]=[CH:26][N:27]=[C:19]34)[CH2:29][CH2:30]2)[CH2:45][CH2:44]1. The yield is 0.750. (5) The reactants are [F:1][C:2]([F:30])([F:29])[C:3]1[CH:4]=[C:5]([CH:22]=[C:23]([C:25]([F:28])([F:27])[F:26])[CH:24]=1)[CH2:6][O:7][CH2:8][C:9]1([C:16]2[CH:21]=[CH:20][CH:19]=[CH:18][CH:17]=2)[CH2:15][CH2:14][CH2:13][NH:12][CH2:11][CH2:10]1.[BH4-].[Na+].[C:33](O)(=O)[CH3:34]. No catalyst specified. The product is [F:30][C:2]([F:29])([F:1])[C:3]1[CH:4]=[C:5]([CH:22]=[C:23]([C:25]([F:28])([F:27])[F:26])[CH:24]=1)[CH2:6][O:7][CH2:8][C:9]1([C:16]2[CH:21]=[CH:20][CH:19]=[CH:18][CH:17]=2)[CH2:15][CH2:14][CH2:13][N:12]([CH2:33][CH3:34])[CH2:11][CH2:10]1. The yield is 0.560.